Dataset: Full USPTO retrosynthesis dataset with 1.9M reactions from patents (1976-2016). Task: Predict the reactants needed to synthesize the given product. (1) Given the product [C:9]([NH:8][C:4]1[CH:5]=[CH:6][C:7]([S:13]([Cl:12])(=[O:15])=[O:14])=[C:2]([F:1])[CH:3]=1)(=[O:11])[CH3:10], predict the reactants needed to synthesize it. The reactants are: [F:1][C:2]1[CH:3]=[C:4]([NH:8][C:9](=[O:11])[CH3:10])[CH:5]=[CH:6][CH:7]=1.[Cl:12][S:13](O)(=[O:15])=[O:14]. (2) Given the product [C:17]([C:14]1[CH:15]=[CH:16][C:11]([CH2:10][CH2:9][C:7]2[N:6]([CH3:19])[C:5]3[CH:20]=[CH:21][C:2]([NH:1][CH2:32][C:31]4[C:25]5[C:26](=[CH:27][CH:22]=[CH:23][CH:24]=5)[CH:28]=[CH:29][CH:30]=4)=[CH:3][C:4]=3[N:8]=2)=[CH:12][CH:13]=1)#[N:18], predict the reactants needed to synthesize it. The reactants are: [NH2:1][C:2]1[CH:21]=[CH:20][C:5]2[N:6]([CH3:19])[C:7]([CH2:9][CH2:10][C:11]3[CH:16]=[CH:15][C:14]([C:17]#[N:18])=[CH:13][CH:12]=3)=[N:8][C:4]=2[CH:3]=1.[CH:22]1[CH:27]=[C:26]2[CH:28]=[CH:29][CH:30]=[C:31]([CH:32]=O)[C:25]2=[CH:24][CH:23]=1.Cl.[OH-].[Na+]. (3) Given the product [O:4]1[C:5]2([CH2:6][CH2:7][CH:8]([C:11]([OH:13])([CH2:16][CH3:17])[CH2:20][CH3:21])[CH2:9][CH2:10]2)[O:1][CH2:2][CH2:3]1, predict the reactants needed to synthesize it. The reactants are: [O:1]1[C:5]2([CH2:10][CH2:9][CH:8]([C:11]([O:13]CC)=O)[CH2:7][CH2:6]2)[O:4][CH2:3][CH2:2]1.[CH2:16]([Mg]Cl)[CH3:17].[CH2:20]1COC[CH2:21]1. (4) Given the product [CH3:35][S:32]([O:22][CH2:21][C:10]1([CH2:19][O:20][S:32]([CH3:35])(=[O:34])=[O:33])[CH2:9][CH2:8][CH:7]([CH2:6][C:5]2[CH:23]=[CH:24][C:2]([Cl:1])=[CH:3][CH:4]=2)[C:11]1([OH:12])[CH2:13][N:14]1[CH:18]=[N:17][CH:16]=[N:15]1)(=[O:34])=[O:33], predict the reactants needed to synthesize it. The reactants are: [Cl:1][C:2]1[CH:24]=[CH:23][C:5]([CH2:6][CH:7]2[C:11]([CH2:13][N:14]3[CH:18]=[N:17][CH:16]=[N:15]3)([OH:12])[C:10]([CH2:21][OH:22])([CH2:19][OH:20])[CH2:9][CH2:8]2)=[CH:4][CH:3]=1.C(N(CC)CC)C.[S:32](Cl)([CH3:35])(=[O:34])=[O:33]. (5) Given the product [C:20]([O:19][C@@H:12]1[C@H:31]([O:32][CH2:33][C:34]2[CH:39]=[CH:38][CH:37]=[CH:36][CH:35]=2)[C@@:10]([C:9]#[C:8][Si:3]([CH2:6][CH3:7])([CH2:4][CH3:5])[CH2:1][CH3:2])([CH2:11][O:23][CH2:24][C:25]2[CH:30]=[CH:29][CH:28]=[CH:27][CH:26]=2)[O:18][C@H:13]1[N:45]1[CH:46]=[C:41]([F:40])[C:42](=[O:48])[NH:43][C:44]1=[O:47])(=[O:22])[CH3:21], predict the reactants needed to synthesize it. The reactants are: [CH2:1]([Si:3]([C:8]#[C:9][C@:10]1([CH2:31][O:32][CH2:33][C:34]2[CH:39]=[CH:38][CH:37]=[CH:36][CH:35]=2)[O:18][CH:13](OC(=O)C)[C@H:12]([O:19][C:20](=[O:22])[CH3:21])[C@@H:11]1[O:23][CH2:24][C:25]1[CH:30]=[CH:29][CH:28]=[CH:27][CH:26]=1)([CH2:6][CH3:7])[CH2:4][CH3:5])[CH3:2].[F:40][C:41]1[C:42](=[O:48])[NH:43][C:44](=[O:47])[NH:45][CH:46]=1.C/C(/O[Si](C)(C)C)=N\[Si](C)(C)C.FC(F)(F)S(O[Si](C)(C)C)(=O)=O.C(=O)([O-])O.[Na+]. (6) Given the product [F:1][C:2]1[CH:9]=[CH:8][C:5]([CH2:6][NH:17][CH2:18][CH:19]([O:22][CH3:23])[O:20][CH3:21])=[CH:4][C:3]=1[Br:10], predict the reactants needed to synthesize it. The reactants are: [F:1][C:2]1[CH:9]=[CH:8][C:5]([CH:6]=O)=[CH:4][C:3]=1[Br:10].BrC1C=CC(C[NH:17][CH2:18][CH:19]([O:22][CH3:23])[O:20][CH3:21])=CC=1. (7) Given the product [F:24][C:25]([F:29])([F:28])[CH2:26][NH:27][C:20]([C:17]1[S:16][C:15]([CH2:14][CH2:13][C:12]2[C:8]([C:5]3[CH:4]=[CH:3][C:2]([F:1])=[CH:7][N:6]=3)=[N:9][O:10][C:11]=2[CH3:23])=[N:19][CH:18]=1)=[O:22], predict the reactants needed to synthesize it. The reactants are: [F:1][C:2]1[CH:3]=[CH:4][C:5]([C:8]2[C:12]([CH2:13][CH2:14][C:15]3[S:16][C:17]([C:20]([OH:22])=O)=[CH:18][N:19]=3)=[C:11]([CH3:23])[O:10][N:9]=2)=[N:6][CH:7]=1.[F:24][C:25]([F:29])([F:28])[CH2:26][NH2:27].